This data is from Full USPTO retrosynthesis dataset with 1.9M reactions from patents (1976-2016). The task is: Predict the reactants needed to synthesize the given product. Given the product [Br:44][CH:13]1[C:12]2([CH2:14][CH2:15][CH2:16][CH2:17][CH2:18]2)[O:11][N:10]=[C:9]1[C:4]1[CH:5]=[CH:6][C:7]([CH3:8])=[C:2]([Br:1])[CH:3]=1, predict the reactants needed to synthesize it. The reactants are: [Br:1][C:2]1[CH:3]=[C:4]([C:9]2[CH2:13][C:12]3([CH2:18][CH2:17][CH2:16][CH2:15][CH2:14]3)[O:11][N:10]=2)[CH:5]=[CH:6][C:7]=1[CH3:8].CC1C=C(C=CC=1C)C=NO.C=C1CCCCC1.C1C(=O)N([Br:44])C(=O)C1.